From a dataset of Full USPTO retrosynthesis dataset with 1.9M reactions from patents (1976-2016). Predict the reactants needed to synthesize the given product. (1) Given the product [N:15]1[C:24]2[C:19](=[CH:20][CH:21]=[CH:22][CH:23]=2)[N:18]=[CH:17][C:16]=1[N:25]1[CH2:26][CH2:27][N:28]([CH2:2][CH2:3][CH2:4][CH2:5][N:6]2[C:10]3[CH:11]=[CH:12][CH:13]=[CH:14][C:9]=3[N:8]=[N:7]2)[CH2:29][CH2:30]1, predict the reactants needed to synthesize it. The reactants are: Cl[CH2:2][CH2:3][CH2:4][CH2:5][N:6]1[C:10]2[CH:11]=[CH:12][CH:13]=[CH:14][C:9]=2[N:8]=[N:7]1.[N:15]1[C:24]2[C:19](=[CH:20][CH:21]=[CH:22][CH:23]=2)[N:18]=[CH:17][C:16]=1[N:25]1[CH2:30][CH2:29][NH:28][CH2:27][CH2:26]1.C(N(C(C)C)CC)(C)C.[I-].[K+]. (2) The reactants are: O.C(O[Si:5](OCC)(OCC)[C:6]1[CH:11]=[CH:10][C:9]([C:12]2[C:13]([C:18]3[C:19]([C:24]4[CH:29]=[CH:28][C:27]([Si](OCC)(OCC)OCC)=[CH:26][CH:25]=4)=[CH:20][CH:21]=[CH:22][CH:23]=3)=[CH:14][CH:15]=[CH:16][CH:17]=2)=[CH:8][CH:7]=1)C.C1COCC1. Given the product [C:24]1([C:19]2[C:18]([C:13]3[C:12]([C:9]4[CH:10]=[CH:11][CH:6]=[CH:7][CH:8]=4)=[CH:17][CH:16]=[CH:15][CH:14]=3)=[CH:23][CH:22]=[CH:21][CH:20]=2)[CH:25]=[CH:26][CH:27]=[CH:28][CH:29]=1.[SiH4:5], predict the reactants needed to synthesize it. (3) The reactants are: Cl.[NH2:2][CH2:3][C:4]1[CH:12]=[CH:11][CH:10]=[C:9]2[C:5]=1[C:6](=[O:22])[N:7]([CH:14]1[CH2:19][CH2:18][C:17](=[O:20])[NH:16][C:15]1=[O:21])[C:8]2=[O:13].N12CCCN=C1CCCCC2.ON1C2C=CC=CC=2N=N1.[Cl:44][C:45]1[CH:50]=[CH:49][C:48]([CH2:51][C:52](O)=[O:53])=[CH:47][CH:46]=1. Given the product [Cl:44][C:45]1[CH:50]=[CH:49][C:48]([CH2:51][C:52]([NH:2][CH2:3][C:4]2[CH:12]=[CH:11][CH:10]=[C:9]3[C:5]=2[C:6](=[O:22])[N:7]([CH:14]2[CH2:19][CH2:18][C:17](=[O:20])[NH:16][C:15]2=[O:21])[C:8]3=[O:13])=[O:53])=[CH:47][CH:46]=1, predict the reactants needed to synthesize it. (4) Given the product [Cl:31][C:28]1[CH:27]=[N:26][C:25]([NH:1][CH2:2][C@@H:3]2[C@H:8]([CH3:9])[CH2:7][CH2:6][CH2:5][N:4]2[C:10]([C:12]2[C:17]([N:18]3[N:19]=[CH:20][CH:21]=[N:22]3)=[CH:16][CH:15]=[CH:14][C:13]=2[F:23])=[O:11])=[N:30][CH:29]=1, predict the reactants needed to synthesize it. The reactants are: [NH2:1][CH2:2][C@@H:3]1[C@H:8]([CH3:9])[CH2:7][CH2:6][CH2:5][N:4]1[C:10]([C:12]1[C:17]([N:18]2[N:22]=[CH:21][CH:20]=[N:19]2)=[CH:16][CH:15]=[CH:14][C:13]=1[F:23])=[O:11].Cl[C:25]1[N:30]=[CH:29][C:28]([Cl:31])=[CH:27][N:26]=1.